From a dataset of Full USPTO retrosynthesis dataset with 1.9M reactions from patents (1976-2016). Predict the reactants needed to synthesize the given product. (1) Given the product [NH2:1][C:4]1[CH:15]=[CH:14][C:7]2[CH2:8][CH2:9][CH2:10][CH2:11][C:12](=[O:13])[C:6]=2[CH:5]=1, predict the reactants needed to synthesize it. The reactants are: [N+:1]([C:4]1[CH:15]=[CH:14][C:7]2[CH2:8][CH2:9][CH2:10][CH2:11][C:12](=[O:13])[C:6]=2[CH:5]=1)([O-])=O.[Cl-].[NH4+]. (2) Given the product [CH3:25][O:24][C:7]1[CH:6]=[CH:5][C:4]2[N:3]=[C:2]([NH:26][C:27]3[C:28](=[O:33])[NH:29][CH:30]=[CH:31][CH:32]=3)[C:11]3=[N:12][NH:13][CH:14]=[C:10]3[C:9]=2[CH:8]=1, predict the reactants needed to synthesize it. The reactants are: Cl[C:2]1[C:11]2=[N:12][N:13](CC3C=CC(OC)=CC=3)[CH:14]=[C:10]2[C:9]2[CH:8]=[C:7]([O:24][CH3:25])[CH:6]=[CH:5][C:4]=2[N:3]=1.[NH2:26][C:27]1[C:28](=[O:33])[NH:29][CH:30]=[CH:31][CH:32]=1.Cl.